This data is from Catalyst prediction with 721,799 reactions and 888 catalyst types from USPTO. The task is: Predict which catalyst facilitates the given reaction. (1) Reactant: Br[C:2]1([C:8]#[N:9])[CH:7]=[CH:6][CH:5]=[CH:4][NH:3]1.C[Mg+].[Br-:12].[C:13](Cl)(=[O:15])[CH3:14].[C:17](=O)(O)[O-].[Na+]. Product: [Br:12][C:5]1[CH:6]=[CH:7][C:2]([C:8]([NH:9][C:13](=[O:15])[CH3:14])=[CH2:17])=[N:3][CH:4]=1. The catalyst class is: 1. (2) Reactant: C(O)(=O)C.C(O)(=O)C.[NH2:9][C:10]1[N:15]=[CH:14][N:13]=[C:12]2[N:16]([CH:40]3[CH2:45][CH2:44][N:43]([CH2:46][C:47]4[N:48]=[CH:49][NH:50][CH:51]=4)[CH2:42][CH2:41]3)[N:17]=[C:18]([C:19]3[CH:24]=[CH:23][C:22]([NH:25][C:26]([C:28]4[N:29]([CH3:37])[C:30]5[C:35]([CH:36]=4)=[CH:34][CH:33]=[CH:32][CH:31]=5)=[O:27])=[C:21]([O:38][CH3:39])[CH:20]=3)[C:11]=12.[C:52]([OH:59])(=[O:58])/[CH:53]=[CH:54]\[C:55]([OH:57])=[O:56]. Product: [C:52]([OH:59])(=[O:58])/[CH:53]=[CH:54]\[C:55]([OH:57])=[O:56].[C:52]([OH:59])(=[O:58])/[CH:53]=[CH:54]\[C:55]([OH:57])=[O:56].[NH2:9][C:10]1[N:15]=[CH:14][N:13]=[C:12]2[N:16]([CH:40]3[CH2:45][CH2:44][N:43]([CH2:46][C:47]4[N:48]=[CH:49][NH:50][CH:51]=4)[CH2:42][CH2:41]3)[N:17]=[C:18]([C:19]3[CH:24]=[CH:23][C:22]([NH:25][C:26]([C:28]4[N:29]([CH3:37])[C:30]5[C:35]([CH:36]=4)=[CH:34][CH:33]=[CH:32][CH:31]=5)=[O:27])=[C:21]([O:38][CH3:39])[CH:20]=3)[C:11]=12. The catalyst class is: 336. (3) Reactant: [Br:1][C:2]1[CH:3]=[CH:4][C:5]([F:10])=[C:6]([CH:9]=1)[CH:7]=[O:8].[BH4-].[Na+]. The catalyst class is: 14. Product: [Br:1][C:2]1[CH:3]=[CH:4][C:5]([F:10])=[C:6]([CH2:7][OH:8])[CH:9]=1. (4) Reactant: [Cl:1][C:2]1[CH:22]=[C:21]([Cl:23])[CH:20]=[CH:19][C:3]=1[CH2:4][O:5][C:6]1[CH:18]=[CH:17][C:9]2[CH:10]([C:13]([O:15][CH3:16])=[O:14])[CH2:11][O:12][C:8]=2[CH:7]=1.[H-].[Na+].I[CH3:27]. Product: [Cl:1][C:2]1[CH:22]=[C:21]([Cl:23])[CH:20]=[CH:19][C:3]=1[CH2:4][O:5][C:6]1[CH:18]=[CH:17][C:9]2[C:10]([CH3:27])([C:13]([O:15][CH3:16])=[O:14])[CH2:11][O:12][C:8]=2[CH:7]=1. The catalyst class is: 3. (5) Reactant: [Cl:1][C:2]1[C:10]([C:11]2[C:12]([CH3:25])=[N:13][N:14]([CH2:17][CH2:18][N:19]3[CH2:24][CH2:23][O:22][CH2:21][CH2:20]3)[C:15]=2[CH3:16])=[C:9]2[C:5]([C:6]([CH2:33][CH2:34][CH2:35][O:36][C:37]3[CH:42]=[C:41]([CH3:43])[C:40]([Cl:44])=[C:39]([CH3:45])[CH:38]=3)=[C:7]([CH3:32])[N:8]2[CH2:26][CH2:27][C:28]([O:30]C)=[O:29])=[CH:4][CH:3]=1.[OH-].[Na+]. Product: [Cl:1][C:2]1[C:10]([C:11]2[C:12]([CH3:25])=[N:13][N:14]([CH2:17][CH2:18][N:19]3[CH2:20][CH2:21][O:22][CH2:23][CH2:24]3)[C:15]=2[CH3:16])=[C:9]2[C:5]([C:6]([CH2:33][CH2:34][CH2:35][O:36][C:37]3[CH:42]=[C:41]([CH3:43])[C:40]([Cl:44])=[C:39]([CH3:45])[CH:38]=3)=[C:7]([CH3:32])[N:8]2[CH2:26][CH2:27][C:28]([OH:30])=[O:29])=[CH:4][CH:3]=1. The catalyst class is: 12. (6) Reactant: [H-].[Na+].[Cl:3][C:4]1[CH:5]=[C:6]([OH:10])[CH:7]=[CH:8][CH:9]=1.Cl[C:12]1[CH:17]=[CH:16][C:15]([C:18]2[S:19][C:20]3[N:21]=[CH:22][N:23]=[CH:24][C:25]=3[N:26]=2)=[CH:14][C:13]=1[C:27]#[N:28].O. Product: [Cl:3][C:4]1[CH:5]=[C:6]([O:10][C:12]2[CH:17]=[CH:16][C:15]([C:18]3[S:19][C:20]4[N:21]=[CH:22][N:23]=[CH:24][C:25]=4[N:26]=3)=[CH:14][C:13]=2[C:27]#[N:28])[CH:7]=[CH:8][CH:9]=1. The catalyst class is: 16. (7) Reactant: [NH2:1][CH:2]([C:11]1[CH:16]=[CH:15][CH:14]=[CH:13][CH:12]=1)[C:3]1([N:8]([CH3:10])[CH3:9])[CH2:7][CH2:6][CH2:5][CH2:4]1.ClC1C(C(F)(F)F)=CC=CC=1C(NC(C1(N(C)C)CCCC1)C1C=CC=CC=1)=O.[CH3:46][C:47]1[C:55]([CH3:56])=[CH:54][CH:53]=[CH:52][C:48]=1[C:49](O)=[O:50].O.ON1C2C=CC=CC=2N=N1.C1CCC(N=C=NC2CCCCC2)CC1. Product: [CH3:9][N:8]([CH3:10])[C:3]1([CH:2]([C:11]2[CH:12]=[CH:13][CH:14]=[CH:15][CH:16]=2)[NH:1][C:49](=[O:50])[C:48]2[CH:52]=[CH:53][CH:54]=[C:55]([CH3:56])[C:47]=2[CH3:46])[CH2:7][CH2:6][CH2:5][CH2:4]1. The catalyst class is: 2.